This data is from Catalyst prediction with 721,799 reactions and 888 catalyst types from USPTO. The task is: Predict which catalyst facilitates the given reaction. (1) Reactant: [OH:1][C@H:2]1[CH2:6][CH2:5][N:4]([CH2:7][CH2:8][C:9]2[CH:14]=[CH:13][C:12]([O:15][CH3:16])=[CH:11][CH:10]=2)[CH2:3]1.C(N(CC)CC)C.[CH3:24][S:25](Cl)(=[O:27])=[O:26]. Product: [CH3:24][S:25]([O:1][C@H:2]1[CH2:6][CH2:5][N:4]([CH2:7][CH2:8][C:9]2[CH:10]=[CH:11][C:12]([O:15][CH3:16])=[CH:13][CH:14]=2)[CH2:3]1)(=[O:27])=[O:26]. The catalyst class is: 46. (2) Reactant: [C:1]([CH:3]([C:11]1[C:20]2[C:15](=[CH:16][C:17]([O:23][CH3:24])=[C:18]([O:21][CH3:22])[CH:19]=2)[N:14]=[CH:13][C:12]=1[C:25]#[N:26])C(OC(C)(C)C)=O)#[N:2]. Product: [C:1]([CH2:3][C:11]1[C:20]2[C:15](=[CH:16][C:17]([O:23][CH3:24])=[C:18]([O:21][CH3:22])[CH:19]=2)[N:14]=[CH:13][C:12]=1[C:25]#[N:26])#[N:2]. The catalyst class is: 262. (3) Reactant: [OH:1][C:2]1[CH:7]=[C:6]([OH:8])[C:5]([CH:9]([CH3:11])[CH3:10])=[CH:4][C:3]=1[C:12]([N:14]1[CH2:22][C:21]2[C:16](=[CH:17][CH:18]=[C:19]([CH2:23][N:24]3[CH2:29][CH2:28][N:27]([CH3:30])[CH2:26][CH2:25]3)[CH:20]=2)[CH2:15]1)=[O:13].C[CH2:32][N:33]([CH2:36][CH3:37])[CH2:34][CH3:35].[CH2:38]([N:40]([CH2:44][CH3:45])[C:41](Cl)=[O:42])[CH3:39].C([O-])([O-])=[O:47].[K+].[K+]. Product: [CH2:34]([N:33]([CH2:36][CH3:37])[C:32]([O:1][CH:2]1[CH2:7][C:6]([O:8][C:41](=[O:42])[N:40]([CH2:44][CH3:45])[CH2:38][CH3:39])=[C:5]([CH:9]([CH3:10])[CH3:11])[CH:4]=[C:3]1[C:12]([N:14]1[CH2:22][C:21]2[C:16](=[CH:17][CH:18]=[C:19]([CH2:23][N:24]3[CH2:29][CH2:28][N:27]([CH3:30])[CH2:26][CH2:25]3)[CH:20]=2)[CH2:15]1)=[O:13])=[O:47])[CH3:35]. The catalyst class is: 49. (4) Reactant: [Cl:1][C:2]1[N:7]=[C:6]([Cl:8])[CH:5]=[C:4]([Cl:9])[N:3]=1.Cl.[CH:11]12[O:18][CH:15]([CH2:16][CH2:17]1)[CH2:14][NH:13][CH2:12]2.CCN(CC)CC. Product: [Cl:1][C:2]1[N:3]=[C:4]([N:13]2[CH2:12][CH:11]3[O:18][CH:15]([CH2:16][CH2:17]3)[CH2:14]2)[CH:5]=[C:6]([Cl:8])[N:7]=1.[Cl:9][C:4]1[CH:5]=[C:6]([Cl:8])[N:7]=[C:2]([N:13]2[CH2:12][CH:11]3[O:18][CH:15]([CH2:16][CH2:17]3)[CH2:14]2)[N:3]=1. The catalyst class is: 14. (5) The catalyst class is: 6. Reactant: [S:1]([NH2:5])([NH2:4])(=[O:3])=[O:2].[O:6]1[CH2:9][CH:8](N)[CH2:7]1. Product: [S:1]([NH:5][CH:8]1[CH2:9][O:6][CH2:7]1)(=[O:3])(=[O:2])[NH2:4].